This data is from Full USPTO retrosynthesis dataset with 1.9M reactions from patents (1976-2016). The task is: Predict the reactants needed to synthesize the given product. (1) The reactants are: [CH3:1][N:2]1[CH:7]=[C:6]([C:8]2[CH:13]=[C:12]([CH2:14][S:15]([CH3:18])(=[O:17])=[O:16])[CH:11]=[CH:10][C:9]=2[NH:19][C:20]2[CH:25]=[C:24]([O:26][CH3:27])[C:23]([O:28][CH3:29])=[C:22]([O:30][CH3:31])[CH:21]=2)[C:5]2[CH:32]=[CH:33][NH:34][C:4]=2[C:3]1=[O:35].[CH2:36]=O. Given the product [CH3:1][N:2]1[C:3](=[O:35])[C:4]2[NH:34][CH:33]=[C:32]3[CH2:36][N:19]([C:20]4[CH:21]=[C:22]([O:30][CH3:31])[C:23]([O:28][CH3:29])=[C:24]([O:26][CH3:27])[CH:25]=4)[C:9]4[CH:10]=[CH:11][C:12]([CH2:14][S:15]([CH3:18])(=[O:17])=[O:16])=[CH:13][C:8]=4[C:6]([C:5]=23)=[CH:7]1, predict the reactants needed to synthesize it. (2) Given the product [CH:1]1([N:5]2[CH2:11][CH2:10][C:9]3[CH:12]=[C:13]([CH2:16][NH:18][C:25](=[O:32])[C:26]4[CH:31]=[CH:30][CH:29]=[N:28][CH:27]=4)[CH:14]=[CH:15][C:8]=3[CH2:7][CH2:6]2)[CH2:4][CH2:3][CH2:2]1, predict the reactants needed to synthesize it. The reactants are: [CH:1]1([N:5]2[CH2:11][CH2:10][C:9]3[CH:12]=[C:13]([C:16]([NH2:18])=O)[CH:14]=[CH:15][C:8]=3[CH2:7][CH2:6]2)[CH2:4][CH2:3][CH2:2]1.[H-].[Al+3].[Li+].[H-].[H-].[H-].[C:25](Cl)(=[O:32])[C:26]1[CH:31]=[CH:30][CH:29]=[N:28][CH:27]=1. (3) Given the product [Br:1][C:2]1[CH:11]=[CH:10][C:9]2[N:8]=[CH:7][C:6]3[S:12][N:29]=[C:15]([C:17]4[CH:22]=[CH:21][C:20]([C:23]([CH3:27])([CH3:26])[C:24]#[N:25])=[CH:19][CH:18]=4)[C:5]=3[C:4]=2[CH:3]=1, predict the reactants needed to synthesize it. The reactants are: [Br:1][C:2]1[CH:3]=[C:4]2[C:9](=[CH:10][CH:11]=1)[N:8]=[CH:7][C:6]([S:12]C#N)=[C:5]2[C:15]([C:17]1[CH:22]=[CH:21][C:20]([C:23]([CH3:27])([CH3:26])[C:24]#[N:25])=[CH:19][CH:18]=1)=O.O.[NH3:29].